From a dataset of NCI-60 drug combinations with 297,098 pairs across 59 cell lines. Regression. Given two drug SMILES strings and cell line genomic features, predict the synergy score measuring deviation from expected non-interaction effect. (1) Drug 1: CC1=CC=C(C=C1)C2=CC(=NN2C3=CC=C(C=C3)S(=O)(=O)N)C(F)(F)F. Drug 2: CC1C(C(CC(O1)OC2CC(OC(C2O)C)OC3=CC4=CC5=C(C(=O)C(C(C5)C(C(=O)C(C(C)O)O)OC)OC6CC(C(C(O6)C)O)OC7CC(C(C(O7)C)O)OC8CC(C(C(O8)C)O)(C)O)C(=C4C(=C3C)O)O)O)O. Cell line: ACHN. Synergy scores: CSS=45.5, Synergy_ZIP=0.358, Synergy_Bliss=1.90, Synergy_Loewe=-32.1, Synergy_HSA=0.679. (2) Drug 1: C1=NC(=NC(=O)N1C2C(C(C(O2)CO)O)O)N. Drug 2: C1CN(P(=O)(OC1)NCCCl)CCCl. Cell line: MDA-MB-231. Synergy scores: CSS=23.1, Synergy_ZIP=-7.73, Synergy_Bliss=-0.602, Synergy_Loewe=-15.9, Synergy_HSA=-1.33. (3) Drug 1: C1=CC=C(C=C1)NC(=O)CCCCCCC(=O)NO. Drug 2: CC1CCC2CC(C(=CC=CC=CC(CC(C(=O)C(C(C(=CC(C(=O)CC(OC(=O)C3CCCCN3C(=O)C(=O)C1(O2)O)C(C)CC4CCC(C(C4)OC)OCCO)C)C)O)OC)C)C)C)OC. Cell line: 786-0. Synergy scores: CSS=1.78, Synergy_ZIP=-1.42, Synergy_Bliss=-0.00794, Synergy_Loewe=-2.41, Synergy_HSA=-2.04. (4) Drug 1: C1=CC(=CC=C1CCC2=CNC3=C2C(=O)NC(=N3)N)C(=O)NC(CCC(=O)O)C(=O)O. Drug 2: C1CNP(=O)(OC1)N(CCCl)CCCl. Cell line: HS 578T. Synergy scores: CSS=13.9, Synergy_ZIP=0.575, Synergy_Bliss=3.23, Synergy_Loewe=-14.1, Synergy_HSA=3.48.